This data is from Forward reaction prediction with 1.9M reactions from USPTO patents (1976-2016). The task is: Predict the product of the given reaction. (1) Given the reactants [Cl:1][C:2]1[CH:7]=[CH:6][CH:5]=[C:4]([F:8])[C:3]=1[NH:9][C:10]1[CH:15]=[CH:14][C:13]([CH3:16])=[CH:12][CH:11]=1.[Cl:17][CH2:18][C:19](Cl)=[O:20].CCCCC, predict the reaction product. The product is: [Cl:1][C:2]1[CH:7]=[CH:6][CH:5]=[C:4]([F:8])[C:3]=1[N:9]([C:19](=[O:20])[CH2:18][Cl:17])[C:10]1[CH:11]=[CH:12][C:13]([CH3:16])=[CH:14][CH:15]=1. (2) Given the reactants [NH2:1][CH:2]1[CH2:7][CH2:6][N:5]([C:8]2[CH:18]=[CH:17][C:11]([C:12]([O:14][CH2:15][CH3:16])=[O:13])=[CH:10][CH:9]=2)[CH2:4][CH2:3]1.CCN(CC)CC.[C:26](Cl)(=[O:28])[CH3:27], predict the reaction product. The product is: [C:26]([NH:1][CH:2]1[CH2:7][CH2:6][N:5]([C:8]2[CH:18]=[CH:17][C:11]([C:12]([O:14][CH2:15][CH3:16])=[O:13])=[CH:10][CH:9]=2)[CH2:4][CH2:3]1)(=[O:28])[CH3:27].